From a dataset of NCI-60 drug combinations with 297,098 pairs across 59 cell lines. Regression. Given two drug SMILES strings and cell line genomic features, predict the synergy score measuring deviation from expected non-interaction effect. (1) Drug 1: CCC1=CC2CC(C3=C(CN(C2)C1)C4=CC=CC=C4N3)(C5=C(C=C6C(=C5)C78CCN9C7C(C=CC9)(C(C(C8N6C)(C(=O)OC)O)OC(=O)C)CC)OC)C(=O)OC.C(C(C(=O)O)O)(C(=O)O)O. Drug 2: C1=NC2=C(N1)C(=S)N=C(N2)N. Cell line: RPMI-8226. Synergy scores: CSS=59.9, Synergy_ZIP=-1.55, Synergy_Bliss=0.801, Synergy_Loewe=-2.29, Synergy_HSA=1.97. (2) Drug 1: CC(C1=C(C=CC(=C1Cl)F)Cl)OC2=C(N=CC(=C2)C3=CN(N=C3)C4CCNCC4)N. Drug 2: C1=C(C(=O)NC(=O)N1)N(CCCl)CCCl. Cell line: TK-10. Synergy scores: CSS=12.0, Synergy_ZIP=-4.72, Synergy_Bliss=0.440, Synergy_Loewe=-1.01, Synergy_HSA=0.108. (3) Drug 1: C1CN1C2=NC(=NC(=N2)N3CC3)N4CC4. Drug 2: C1CCC(CC1)NC(=O)N(CCCl)N=O. Cell line: SN12C. Synergy scores: CSS=44.8, Synergy_ZIP=-1.36, Synergy_Bliss=-4.23, Synergy_Loewe=-36.1, Synergy_HSA=-3.22.